This data is from Catalyst prediction with 721,799 reactions and 888 catalyst types from USPTO. The task is: Predict which catalyst facilitates the given reaction. (1) Reactant: [NH2:1][C:2]1[N:7]=[CH:6][N:5]=[C:4]2[N:8]([C@@H:24]3[CH2:29][CH2:28][CH2:27][N:26]([C:30](=[O:34])[CH2:31][C:32]#[N:33])[CH2:25]3)[N:9]=[C:10]([C:11]3[CH:16]=[CH:15][C:14]([O:17][C:18]4[CH:23]=[CH:22][CH:21]=[CH:20][CH:19]=4)=[CH:13][CH:12]=3)[C:3]=12.[Si:35]([O:42][CH2:43][C:44]([CH3:48])([CH3:47])[CH:45]=O)([C:38]([CH3:41])([CH3:40])[CH3:39])([CH3:37])[CH3:36].C([O-])(=O)C.[NH2+]1CCCCC1. Product: [NH2:1][C:2]1[N:7]=[CH:6][N:5]=[C:4]2[N:8]([C@@H:24]3[CH2:29][CH2:28][CH2:27][N:26]([C:30]([C:31](=[CH:45][C:44]([CH3:48])([CH3:47])[CH2:43][O:42][Si:35]([C:38]([CH3:41])([CH3:40])[CH3:39])([CH3:36])[CH3:37])[C:32]#[N:33])=[O:34])[CH2:25]3)[N:9]=[C:10]([C:11]3[CH:12]=[CH:13][C:14]([O:17][C:18]4[CH:19]=[CH:20][CH:21]=[CH:22][CH:23]=4)=[CH:15][CH:16]=3)[C:3]=12. The catalyst class is: 41. (2) The catalyst class is: 51. Product: [NH:18]1[C:19]2[C:15](=[CH:14][C:13]([NH:12][C:10]3[N:32]([NH2:33])[C:7]([CH2:6][C:5]4[CH:29]=[CH:30][CH:31]=[C:3]([O:2][CH3:1])[CH:4]=4)=[N:8][N:9]=3)=[CH:21][CH:20]=2)[CH:16]=[N:17]1. Reactant: [CH3:1][O:2][C:3]1[CH:4]=[C:5]([CH:29]=[CH:30][CH:31]=1)[CH2:6][C:7]1O[C:10]([NH:12][C:13]2[CH:14]=[C:15]3[C:19](=[CH:20][CH:21]=2)[N:18](C(OC(C)(C)C)=O)[N:17]=[CH:16]3)=[N:9][N:8]=1.[NH2:32][NH2:33]. (3) Reactant: C(OC(=O)[NH:7][CH2:8][CH2:9][N:10]1[C:18]2[C:17]([NH:19][C:20]3[CH:25]=[CH:24][C:23]([O:26][C:27]4[CH:32]=[CH:31][CH:30]=[C:29]([O:33][CH2:34][CH2:35][O:36][CH3:37])[CH:28]=4)=[C:22]([CH3:38])[CH:21]=3)=[N:16][CH:15]=[N:14][C:13]=2[CH:12]=[CH:11]1)(C)(C)C.[ClH:40]. Product: [ClH:40].[ClH:40].[NH2:7][CH2:8][CH2:9][N:10]1[C:18]2[C:17]([NH:19][C:20]3[CH:25]=[CH:24][C:23]([O:26][C:27]4[CH:32]=[CH:31][CH:30]=[C:29]([O:33][CH2:34][CH2:35][O:36][CH3:37])[CH:28]=4)=[C:22]([CH3:38])[CH:21]=3)=[N:16][CH:15]=[N:14][C:13]=2[CH:12]=[CH:11]1. The catalyst class is: 8. (4) Reactant: [NH2:1][C:2]1[CH:12]=[CH:11][C:5]([C:6]([O:8][CH2:9][CH3:10])=[O:7])=[CH:4][CH:3]=1.[I:13]I.ClC1C=CC=CC=1.OO. Product: [NH2:1][C:2]1[CH:3]=[CH:4][C:5]([C:6]([O:8][CH2:9][CH3:10])=[O:7])=[CH:11][C:12]=1[I:13]. The catalyst class is: 6. (5) Reactant: [CH3:1][C:2]([Si:5](Cl)([CH3:7])[CH3:6])([CH3:4])[CH3:3].CN(C)C=O.[Cl:14][C:15]1[CH:20]=[C:19]([Cl:21])[C:18]([I:22])=[CH:17][C:16]=1[OH:23].N1C=CN=C1. Product: [C:2]([Si:5]([O:23][C:16]1[CH:17]=[C:18]([I:22])[C:19]([Cl:21])=[CH:20][C:15]=1[Cl:14])([CH3:7])[CH3:6])([CH3:4])([CH3:3])[CH3:1]. The catalyst class is: 6. (6) Reactant: [CH2:1]([O:8][C:9]1[CH:14]=[CH:13][C:12]([CH2:15][CH:16]([NH2:18])[CH3:17])=[CH:11][C:10]=1[O:19][CH3:20])[C:2]1[CH:7]=[CH:6][CH:5]=[CH:4][CH:3]=1.[CH:21](O)=[O:22]. Product: [CH2:1]([O:8][C:9]1[CH:14]=[CH:13][C:12]([CH2:15][CH:16]([NH:18][CH:21]=[O:22])[CH3:17])=[CH:11][C:10]=1[O:19][CH3:20])[C:2]1[CH:7]=[CH:6][CH:5]=[CH:4][CH:3]=1. The catalyst class is: 12.